The task is: Regression. Given two drug SMILES strings and cell line genomic features, predict the synergy score measuring deviation from expected non-interaction effect.. This data is from NCI-60 drug combinations with 297,098 pairs across 59 cell lines. (1) Drug 1: CC(CN1CC(=O)NC(=O)C1)N2CC(=O)NC(=O)C2. Cell line: M14. Drug 2: C1=NC2=C(N1)C(=S)N=CN2. Synergy scores: CSS=9.09, Synergy_ZIP=-10.2, Synergy_Bliss=-17.4, Synergy_Loewe=-26.4, Synergy_HSA=-16.2. (2) Drug 1: C1CC(=O)NC(=O)C1N2CC3=C(C2=O)C=CC=C3N. Drug 2: C(CCl)NC(=O)N(CCCl)N=O. Cell line: NCI-H522. Synergy scores: CSS=12.9, Synergy_ZIP=-0.869, Synergy_Bliss=5.02, Synergy_Loewe=3.77, Synergy_HSA=3.78. (3) Cell line: SNB-19. Drug 2: CN(C)N=NC1=C(NC=N1)C(=O)N. Synergy scores: CSS=3.97, Synergy_ZIP=6.98, Synergy_Bliss=15.6, Synergy_Loewe=5.81, Synergy_HSA=7.22. Drug 1: CC1=CC2C(CCC3(C2CCC3(C(=O)C)OC(=O)C)C)C4(C1=CC(=O)CC4)C.